Task: Regression/Classification. Given a drug SMILES string, predict its toxicity properties. Task type varies by dataset: regression for continuous values (e.g., LD50, hERG inhibition percentage) or binary classification for toxic/non-toxic outcomes (e.g., AMES mutagenicity, cardiotoxicity, hepatotoxicity). Dataset: herg_karim.. Dataset: hERG potassium channel inhibition data for cardiac toxicity prediction from Karim et al. (1) The molecule is COc1cc(NC(=O)c2ccccc2F)ccc1-c1nnc(NCCCN2CCOCC2)o1. The result is 0 (non-blocker). (2) The molecule is O=C(CC1CCN(Cc2ccn(-c3ccc(C(F)(F)F)cc3)c2)CC1)N1CCN(C(=O)N2CCCC2)CC1. The result is 0 (non-blocker). (3) The molecule is O=C(Nc1ccc(C(F)(F)F)cc1)NS(=O)(=O)c1ccc(OCCCN2CCCCC2)cc1. The result is 0 (non-blocker). (4) The molecule is CC(C)Nc1cc(C(F)(F)F)cc2nc(NC(=O)c3cccnc3)nn12. The result is 0 (non-blocker).